Predict the reactants needed to synthesize the given product. From a dataset of Full USPTO retrosynthesis dataset with 1.9M reactions from patents (1976-2016). Given the product [F:23][C:3]1[C:2]([NH:1][S:30]([C:24]2[CH:29]=[CH:28][CH:27]=[CH:26][CH:25]=2)(=[O:32])=[O:31])=[CH:21][CH:20]=[C:19]([F:22])[C:4]=1[C:5]([NH:7][C:8]1[CH:9]=[C:10]2[C:16]([O:17][CH3:18])=[N:15][NH:14][C:11]2=[N:12][CH:13]=1)=[O:6], predict the reactants needed to synthesize it. The reactants are: [NH2:1][C:2]1[C:3]([F:23])=[C:4]([C:19]([F:22])=[CH:20][CH:21]=1)[C:5]([NH:7][C:8]1[CH:9]=[C:10]2[C:16]([O:17][CH3:18])=[N:15][NH:14][C:11]2=[N:12][CH:13]=1)=[O:6].[C:24]1([S:30](Cl)(=[O:32])=[O:31])[CH:29]=[CH:28][CH:27]=[CH:26][CH:25]=1.